Dataset: Catalyst prediction with 721,799 reactions and 888 catalyst types from USPTO. Task: Predict which catalyst facilitates the given reaction. (1) Reactant: [OH:1][C:2]1[C:3]([CH3:18])=[C:4]2[C:9](=[C:10]([CH3:13])[C:11]=1[CH3:12])[O:8][C:7]([CH3:17])([C:14]([OH:16])=O)[CH2:6][CH2:5]2.C1N=CN(C(N2C=NC=C2)=O)C=1.[CH2:31]([CH2:33][NH2:34])[OH:32]. Product: [OH:1][C:2]1[C:3]([CH3:18])=[C:4]2[C:9](=[C:10]([CH3:13])[C:11]=1[CH3:12])[O:8][C:7]([CH3:17])([C:14]([NH:34][CH2:33][CH2:31][OH:32])=[O:16])[CH2:6][CH2:5]2. The catalyst class is: 1. (2) Reactant: [N:1]1[C:10]2[C:5](=[CH:6][CH:7]=[CH:8][C:9]=2[NH:11][C:12]([C@@H:14]2[CH2:18][CH2:17][CH2:16][NH:15]2)=[O:13])[CH:4]=[CH:3][CH:2]=1.C=O.[C:21](O[BH-](OC(=O)C)OC(=O)C)(=O)C.[Na+].[OH-].[Na+]. Product: [N:1]1[C:10]2[C:5](=[CH:6][CH:7]=[CH:8][C:9]=2[NH:11][C:12]([C@@H:14]2[CH2:18][CH2:17][CH2:16][N:15]2[CH3:21])=[O:13])[CH:4]=[CH:3][CH:2]=1. The catalyst class is: 26. (3) Reactant: [NH:1]1[C:9]2[C:4](=[CH:5][CH:6]=[CH:7][CH:8]=2)[C:3]([C@H:10]([CH3:40])[C@@H:11]([NH:25][C:26]([N:28]2[CH2:33][CH2:32][CH:31]([C:34]3[CH:39]=[CH:38][CH:37]=[CH:36][CH:35]=3)[CH2:30][CH2:29]2)=[O:27])[C:12]([NH:14][C:15]2[CH:24]=[C:23]3[C:18]([CH2:19][CH2:20][NH:21][CH2:22]3)=[CH:17][CH:16]=2)=[O:13])=[CH:2]1.C=O.[C:43](O[BH-](OC(=O)C)OC(=O)C)(=O)C.[Na+].C(=O)([O-])O.[Na+]. Product: [NH:1]1[C:9]2[C:4](=[CH:5][CH:6]=[CH:7][CH:8]=2)[C:3]([C@H:10]([CH3:40])[C@@H:11]([NH:25][C:26]([N:28]2[CH2:33][CH2:32][CH:31]([C:34]3[CH:39]=[CH:38][CH:37]=[CH:36][CH:35]=3)[CH2:30][CH2:29]2)=[O:27])[C:12]([NH:14][C:15]2[CH:24]=[C:23]3[C:18]([CH2:19][CH2:20][N:21]([CH3:43])[CH2:22]3)=[CH:17][CH:16]=2)=[O:13])=[CH:2]1. The catalyst class is: 8. (4) Reactant: [C:1]([NH:4][C:5]1[CH:18]=[C:17]2[C:8]([O:9][C:10]3[CH:11]=C(C(O)=O)[CH:13]=[CH:14][C:15]=3[C:16]2=[O:19])=[CH:7][CH:6]=1)(=[O:3])[CH3:2].CN(C([O:30]N1N=NC2C=CC=NC1=2)=[N+](C)C)C.F[P-](F)(F)(F)(F)F.C(NCC)C.[CH:52]([N:55]([CH:58]([CH3:60])C)[CH2:56][CH3:57])([CH3:54])C. Product: [CH2:58]([N:55]([CH2:56][CH3:57])[C:52]([C:54]1[CH:13]=[CH:14][C:15]2[C:16](=[O:19])[C:17]3[C:8]([O:9][C:10]=2[CH:11]=1)=[CH:7][CH:6]=[C:5]([NH:4][C:1](=[O:3])[CH3:2])[CH:18]=3)=[O:30])[CH3:60]. The catalyst class is: 18. (5) Reactant: [F:1][C:2]1[CH:3]=[CH:4][C:5]([O:42][CH3:43])=[C:6]([C:8]2[CH:13]=[CH:12][N:11]=[C:10]3[N:14]([S:32]([C:35]4[CH:41]=[CH:40][C:38]([CH3:39])=[CH:37][CH:36]=4)(=[O:34])=[O:33])[C:15]([C:17]4([OH:31])[CH2:30][C:19]5([CH2:22][N:21](C(OC(C)(C)C)=O)[CH2:20]5)[CH2:18]4)=[CH:16][C:9]=23)[CH:7]=1.FC(F)(F)C(O)=O. Product: [F:1][C:2]1[CH:3]=[CH:4][C:5]([O:42][CH3:43])=[C:6]([C:8]2[CH:13]=[CH:12][N:11]=[C:10]3[N:14]([S:32]([C:35]4[CH:41]=[CH:40][C:38]([CH3:39])=[CH:37][CH:36]=4)(=[O:34])=[O:33])[C:15]([C:17]4([OH:31])[CH2:18][C:19]5([CH2:20][NH:21][CH2:22]5)[CH2:30]4)=[CH:16][C:9]=23)[CH:7]=1. The catalyst class is: 4. (6) Reactant: [NH2:1][C:2]1[N:3]=[C:4]([O:20][CH2:21][C:22]2[CH:27]=[CH:26][CH:25]=[CH:24][CH:23]=2)[C:5]2[N:10]([CH2:11][O:12][CH2:13][C:14]3[CH:19]=[CH:18][CH:17]=[CH:16][CH:15]=3)[CH:9]=[CH:8][C:6]=2[N:7]=1.[Br:28]N1C(=O)CCC1=O. Product: [NH2:1][C:2]1[N:3]=[C:4]([O:20][CH2:21][C:22]2[CH:27]=[CH:26][CH:25]=[CH:24][CH:23]=2)[C:5]2[N:10]([CH2:11][O:12][CH2:13][C:14]3[CH:19]=[CH:18][CH:17]=[CH:16][CH:15]=3)[CH:9]=[C:8]([Br:28])[C:6]=2[N:7]=1. The catalyst class is: 2.